Dataset: Forward reaction prediction with 1.9M reactions from USPTO patents (1976-2016). Task: Predict the product of the given reaction. Given the reactants Cl[C:2]1[C:11]([CH3:12])=[C:10]([Cl:13])[C:9]2[C:4](=[CH:5][C:6]([F:15])=[CH:7][C:8]=2[F:14])[N:3]=1.[CH3:16][S:17][C:18]1[CH:19]=[C:20](B(O)O)[CH:21]=[N:22][CH:23]=1.C(=O)([O-])[O-].[Na+].[Na+].O1CCOCC1, predict the reaction product. The product is: [Cl:13][C:10]1[C:9]2[C:4](=[CH:5][C:6]([F:15])=[CH:7][C:8]=2[F:14])[N:3]=[C:2]([C:20]2[CH:21]=[N:22][CH:23]=[C:18]([S:17][CH3:16])[CH:19]=2)[C:11]=1[CH3:12].